This data is from Forward reaction prediction with 1.9M reactions from USPTO patents (1976-2016). The task is: Predict the product of the given reaction. (1) Given the reactants [CH2:1]([C@@:4]1([CH3:45])[C:8]2=[N:9][CH:10]=[C:11]([N:14]([CH2:25][C:26]3[CH:31]=[CH:30][CH:29]=[C:28]([C:32]([F:35])([F:34])[F:33])[CH:27]=3)[C:15](=[O:24])[O:16][CH2:17][C:18]3[CH:23]=[CH:22][CH:21]=[CH:20][CH:19]=3)[C:12](=[O:13])[N:7]2[C@H:6]([C:36]([NH:38][C:39]2[CH:44]=[CH:43][CH:42]=[CH:41][CH:40]=2)=[O:37])[CH2:5]1)[CH:2]=C.[OH2:46].CC#N.C(Cl)(Cl)(Cl)Cl.[OH2:55], predict the reaction product. The product is: [NH:38]([C:36]([C@H:6]1[N:7]2[C:12](=[O:13])[C:11]([N:14]([C:15]([O:16][CH2:17][C:18]3[CH:23]=[CH:22][CH:21]=[CH:20][CH:19]=3)=[O:24])[CH2:25][C:26]3[CH:31]=[CH:30][CH:29]=[C:28]([C:32]([F:34])([F:33])[F:35])[CH:27]=3)=[CH:10][N:9]=[C:8]2[C@@:4]([CH2:1][C:2]([OH:55])=[O:46])([CH3:45])[CH2:5]1)=[O:37])[C:39]1[CH:40]=[CH:41][CH:42]=[CH:43][CH:44]=1. (2) Given the reactants [CH3:1][C:2]1[C:3]([C:23](OCC)=[O:24])=[CH:4][N:5]([S:13]([C:16]2[CH:21]=[CH:20][C:19]([CH3:22])=[CH:18][CH:17]=2)(=[O:15])=[O:14])[C:6]=1[C:7]1[CH:12]=[CH:11][CH:10]=[CH:9][CH:8]=1.[H-].C([Al+]CC(C)C)C(C)C.Cl, predict the reaction product. The product is: [CH3:1][C:2]1[C:3]([CH:23]=[O:24])=[CH:4][N:5]([S:13]([C:16]2[CH:17]=[CH:18][C:19]([CH3:22])=[CH:20][CH:21]=2)(=[O:15])=[O:14])[C:6]=1[C:7]1[CH:8]=[CH:9][CH:10]=[CH:11][CH:12]=1. (3) Given the reactants [N:1]1([C:6]([O:8][C:9]([CH3:12])([CH3:11])[CH3:10])=[O:7])[CH2:5][CH:4]=[CH:3][CH2:2]1.Br[C:14]1[CH:19]=[C:18]([C:20]([F:23])([F:22])[F:21])[CH:17]=[CH:16][C:15]=1[F:24].C(N(CC)C(C)C)(C)C.C1(C)C=CC=CC=1P(C1C=CC=CC=1C)C1C=CC=CC=1C, predict the reaction product. The product is: [F:24][C:15]1[CH:14]=[CH:19][C:18]([C:20]([F:21])([F:22])[F:23])=[CH:17][C:16]=1[CH:3]1[CH:4]=[CH:5][N:1]([C:6]([O:8][C:9]([CH3:12])([CH3:11])[CH3:10])=[O:7])[CH2:2]1. (4) Given the reactants [C:14]1(P([C:14]2[CH:19]=[CH:18][CH:17]=[CH:16][CH:15]=2)[C:14]2[CH:19]=[CH:18][CH:17]=[CH:16][CH:15]=2)[CH:19]=[CH:18][CH:17]=[CH:16][CH:15]=1.[CH2:20]([N:22]([CH2:25][CH3:26])[CH2:23]C)C.[CH:27](O)=O.C(O[CH2:34][CH3:35])(=O)C, predict the reaction product. The product is: [CH2:20]([N:22]1[CH2:25][CH:26]=[CH:27][CH:34]([CH3:35])[CH2:23]1)[C:14]1[CH:15]=[CH:16][CH:17]=[CH:18][CH:19]=1. (5) Given the reactants [Cl:1][C:2]1[CH:7]=[CH:6][CH:5]=[C:4]([Cl:8])[C:3]=1[CH2:9][CH2:10][OH:11].C([O-])(O)=O.[Na+].[O-]S([O-])(=S)=O.[Na+].[Na+], predict the reaction product. The product is: [Cl:1][C:2]1[CH:7]=[CH:6][CH:5]=[C:4]([Cl:8])[C:3]=1[CH2:9][CH:10]=[O:11]. (6) Given the reactants [NH2:1][C:2]1[CH:3]=[N:4][CH:5]=[CH:6][CH:7]=1.[C:8](Cl)(=[O:14])[O:9][CH2:10][CH:11]([CH3:13])[CH3:12].[OH-].[Na+], predict the reaction product. The product is: [N:4]1[CH:5]=[CH:6][CH:7]=[C:2]([NH:1][C:8](=[O:14])[O:9][CH2:10][CH:11]([CH3:13])[CH3:12])[CH:3]=1.